This data is from Reaction yield outcomes from USPTO patents with 853,638 reactions. The task is: Predict the reaction yield, written as a fraction of the theoretical maximum amount of product (1.0 means a 100% yield; for example, 0.34 means a 34% yield). (1) The reactants are [CH3:1][O:2][C:3]1[CH:4]=[C:5]2[C:10](=[CH:11][C:12]=1[O:13][CH3:14])[N:9]=[CH:8][CH:7]=[C:6]2[O:15][C:16]1[CH:22]=[CH:21][C:19]([NH2:20])=[C:18]([CH3:23])[C:17]=1[CH3:24].C(N(CC)CC)C.[C:32](Cl)(Cl)=[S:33].[CH:36]([N:39]([CH:43]([CH3:45])[CH3:44])[CH2:40][CH2:41][NH2:42])([CH3:38])[CH3:37]. The catalyst is CN(C)C=O.C(OCC)(=O)C. The product is [CH3:1][O:2][C:3]1[CH:4]=[C:5]2[C:10](=[CH:11][C:12]=1[O:13][CH3:14])[N:9]=[CH:8][CH:7]=[C:6]2[O:15][C:16]1[CH:22]=[CH:21][C:19]([NH:20][C:32]([NH:42][CH2:41][CH2:40][N:39]([CH:43]([CH3:45])[CH3:44])[CH:36]([CH3:38])[CH3:37])=[S:33])=[C:18]([CH3:23])[C:17]=1[CH3:24]. The yield is 0.640. (2) The reactants are [NH2:1][C:2]1[CH:7]=[CH:6][C:5]([Br:8])=[CH:4][C:3]=1[C:9]([C:12]1[S:13][CH:14]=[CH:15][CH:16]=1)([OH:11])[CH3:10].C(N(CC)CC)C.[Cl:24][CH2:25][C:26](Cl)=[O:27].Cl. The catalyst is C(OCC)(=O)C.C(OCC)C.C1COCC1. The product is [Br:8][C:5]1[CH:6]=[CH:7][C:2]([NH:1][C:26](=[O:27])[CH2:25][Cl:24])=[C:3]([C:9]([OH:11])([C:12]2[S:13][CH:14]=[CH:15][CH:16]=2)[CH3:10])[CH:4]=1. The yield is 0.940. (3) The reactants are [CH3:1][CH:2]1[CH2:7][CH2:6][CH2:5][CH2:4][N:3]1[C:8]1[CH:13]=[CH:12][C:11]([C:14]2[O:18][N:17]=[C:16]([C:19]3[CH:24]=[CH:23][N:22]=[C:21]([CH2:25]O)[CH:20]=3)[N:15]=2)=[CH:10][C:9]=1[C:27]([F:30])([F:29])[F:28].CCN(C(C)C)C(C)C.CS([Cl:44])(=O)=O.O. The catalyst is C(Cl)Cl. The product is [Cl:44][CH2:25][C:21]1[CH:20]=[C:19]([C:16]2[N:15]=[C:14]([C:11]3[CH:12]=[CH:13][C:8]([N:3]4[CH2:4][CH2:5][CH2:6][CH2:7][CH:2]4[CH3:1])=[C:9]([C:27]([F:30])([F:28])[F:29])[CH:10]=3)[O:18][N:17]=2)[CH:24]=[CH:23][N:22]=1. The yield is 0.980. (4) The reactants are [CH3:1][O:2][C:3]1[CH:4]=[C:5]2[C:10](=[CH:11][C:12]=1[O:13][CH3:14])[N:9]=[CH:8][CH:7]=[C:6]2[O:15][C:16]1[CH:21]=[CH:20][C:19]([NH:22][C:23]([C:25]2([C:36]([NH:38][C:39]3[CH:44]=[CH:43][C:42]([F:45])=[CH:41][CH:40]=3)=[O:37])[CH2:28][N:27](CC3C=CC=CC=3)[CH2:26]2)=[O:24])=[CH:18][CH:17]=1.C(O)(=O)C. The catalyst is CO.[Pd]. The product is [CH3:1][O:2][C:3]1[CH:4]=[C:5]2[C:10](=[CH:11][C:12]=1[O:13][CH3:14])[N:9]=[CH:8][CH:7]=[C:6]2[O:15][C:16]1[CH:17]=[CH:18][C:19]([NH:22][C:23]([C:25]2([C:36]([NH:38][C:39]3[CH:40]=[CH:41][C:42]([F:45])=[CH:43][CH:44]=3)=[O:37])[CH2:26][NH:27][CH2:28]2)=[O:24])=[CH:20][CH:21]=1. The yield is 0.320. (5) The reactants are C([O:5][C:6]([NH:8][C@@H:9]([CH2:13][C:14]1[CH:19]=[CH:18][C:17]([CH:20]2[S:24](=[O:26])(=[O:25])[N:23](C(C)(C)C)[C:22](=[O:31])[CH2:21]2)=[CH:16][CH:15]=1)[C:10](O)=[O:11])=O)(C)(C)C.[CH:32](N(CC)C(C)C)(C)C.F[P-](F)(F)(F)(F)F.C[N+](C)=C(N(C)C)ON1C2N=CC=CC=2N=N1.Cl.[NH2:66][CH2:67][CH2:68][CH2:69][CH2:70][O:71][C:72]1[CH:81]=[CH:80][CH:79]=[C:78]([OH:82])[C:73]=1[C:74]([O:76][CH3:77])=[O:75]. The catalyst is CN(C)C=O. The product is [C:6]([NH:8][C@@H:9]([CH2:13][C:14]1[CH:19]=[CH:18][C:17]([CH:20]2[S:24](=[O:26])(=[O:25])[NH:23][C:22](=[O:31])[CH2:21]2)=[CH:16][CH:15]=1)[C:10]([NH:66][CH2:67][CH2:68][CH2:69][CH2:70][O:71][C:72]1[CH:81]=[CH:80][CH:79]=[C:78]([OH:82])[C:73]=1[C:74]([O:76][CH3:77])=[O:75])=[O:11])(=[O:5])[CH3:32]. The yield is 0.200. (6) The reactants are [H-].[Na+].[CH3:3][S:4][C:5]1[N:10]=[C:9]([C:11]2[CH:16]=[CH:15][NH:14][C:13](=[O:17])[CH:12]=2)[CH:8]=[CH:7][N:6]=1.Cl[CH:19]([C:25]1[CH:30]=[CH:29][C:28]([Cl:31])=[C:27]([F:32])[CH:26]=1)[C:20]1[O:24][CH:23]=[N:22][CH:21]=1. The catalyst is CN(C=O)C.C(OCC)(=O)C. The product is [Cl:31][C:28]1[CH:29]=[CH:30][C:25]([CH:19]([C:20]2[O:24][CH:23]=[N:22][CH:21]=2)[N:14]2[CH:15]=[CH:16][C:11]([C:9]3[CH:8]=[CH:7][N:6]=[C:5]([S:4][CH3:3])[N:10]=3)=[CH:12][C:13]2=[O:17])=[CH:26][C:27]=1[F:32]. The yield is 0.390. (7) The reactants are Cl[C:2]1[C:7]([C:8]([F:11])([F:10])[F:9])=[CH:6][N:5]=[C:4]([S:12][CH3:13])[N:3]=1.[I-:14].[Na+].I. The catalyst is O. The product is [I:14][C:2]1[C:7]([C:8]([F:11])([F:10])[F:9])=[CH:6][N:5]=[C:4]([S:12][CH3:13])[N:3]=1. The yield is 0.570.